Dataset: Full USPTO retrosynthesis dataset with 1.9M reactions from patents (1976-2016). Task: Predict the reactants needed to synthesize the given product. Given the product [Br:1][C:2]1[CH:6]=[CH:5][S:4][C:3]=1[C:7]([N:9]([C:10]1[CH:15]=[CH:14][C:13]([O:16][CH3:17])=[C:12]([F:18])[C:11]=1[F:19])[C:20](=[O:21])[O:22][C:23]([CH3:26])([CH3:25])[CH3:24])=[O:8], predict the reactants needed to synthesize it. The reactants are: [Br:1][C:2]1[CH:6]=[CH:5][S:4][C:3]=1[C:7]([NH:9][C:10]1[CH:15]=[CH:14][C:13]([O:16][CH3:17])=[C:12]([F:18])[C:11]=1[F:19])=[O:8].[C:20](O[C:20]([O:22][C:23]([CH3:26])([CH3:25])[CH3:24])=[O:21])([O:22][C:23]([CH3:26])([CH3:25])[CH3:24])=[O:21].